This data is from Forward reaction prediction with 1.9M reactions from USPTO patents (1976-2016). The task is: Predict the product of the given reaction. (1) Given the reactants [CH2:1]([C:8]1[CH:9]=[C:10]2[C:15](=[CH:16][C:17]=1[F:18])[N:14]=[C:13]([N:19]1[CH:23]=[C:22]([C:24]([O:26]CC)=[O:25])[CH:21]=[N:20]1)[NH:12][C:11]2=O)[C:2]1[CH:7]=[CH:6][CH:5]=[CH:4][CH:3]=1.[NH:30]1[CH2:35][CH2:34][O:33][CH2:32][CH2:31]1, predict the reaction product. The product is: [CH2:1]([C:8]1[CH:9]=[C:10]2[C:15](=[CH:16][C:17]=1[F:18])[N:14]=[C:13]([N:19]1[CH:23]=[C:22]([C:24]([OH:26])=[O:25])[CH:21]=[N:20]1)[N:12]=[C:11]2[N:30]1[CH2:35][CH2:34][O:33][CH2:32][CH2:31]1)[C:2]1[CH:7]=[CH:6][CH:5]=[CH:4][CH:3]=1. (2) Given the reactants [C:1]1([C:7]2[C:11]([CH2:12][CH2:13][CH2:14][OH:15])=[CH:10][N:9]([C:16]3[CH:21]=[CH:20][C:19]([C:22]([F:25])([F:24])[F:23])=[CH:18][N:17]=3)[N:8]=2)[CH:6]=[CH:5][CH:4]=[CH:3][CH:2]=1.O[C:27]1[CH:32]=[CH:31][C:30]([CH2:33][CH2:34][C:35]([O:37]C)=[O:36])=[C:29]([O:39][CH2:40][CH3:41])[CH:28]=1.C(P(CCCC)CCCC)CCC.N(C(N1CCCCC1)=O)=NC(N1CCCCC1)=O, predict the reaction product. The product is: [CH2:40]([O:39][C:29]1[CH:28]=[C:27]([O:15][CH2:14][CH2:13][CH2:12][C:11]2[C:7]([C:1]3[CH:2]=[CH:3][CH:4]=[CH:5][CH:6]=3)=[N:8][N:9]([C:16]3[CH:21]=[CH:20][C:19]([C:22]([F:24])([F:23])[F:25])=[CH:18][N:17]=3)[CH:10]=2)[CH:32]=[CH:31][C:30]=1[CH2:33][CH2:34][C:35]([OH:37])=[O:36])[CH3:41]. (3) Given the reactants [CH3:1][C:2]1([C:7]2[CH:12]=[CH:11][C:10]([C:13]3[N:33](COCC[Si](C)(C)C)[C:16]4=[N:17][CH:18]=[C:19]([N:21]([CH2:29][C:30](=O)[CH3:31])C(=O)OC(C)(C)C)[N:20]=[C:15]4[CH:14]=3)=[CH:9][CH:8]=2)OCC[O:3]1.C(O)(C(F)(F)F)=O.C(OC(C(F)(F)F)=O)(C(F)(F)F)=O, predict the reaction product. The product is: [CH3:31][C:30]1[N:20]2[C:15]3[CH:14]=[C:13]([C:10]4[CH:9]=[CH:8][C:7]([C:2](=[O:3])[CH3:1])=[CH:12][CH:11]=4)[NH:33][C:16]=3[N:17]=[CH:18][C:19]2=[N:21][CH:29]=1. (4) The product is: [CH3:11][C:10]([CH2:9][C:8]([CH3:7])=[O:13])=[O:12].[CH3:11][C:10]([CH2:9][C:8]([CH3:7])=[O:13])=[O:12].[CH3:11][C:10]([CH2:9][C:8]([CH3:7])=[O:13])=[O:12].[Ru:2]. Given the reactants O.[Ru:2](Cl)(Cl)Cl.[Ru].[CH3:7][C:8](=[O:13])[CH2:9][C:10](=[O:12])[CH3:11].C([O-])(O)=O.[Na+], predict the reaction product. (5) Given the reactants [ClH:1].Cl.Cl.Cl.C(OC(S1C[C@H](C([C@@H]2CCCN2N2CCN(C3C=CC(C(OCC)=O)=CN=3)CC2)=O)NC1)=O)(C)(C)C.Cl.Cl.Cl.C([O:46][C:47]([C:49]1[CH:50]=[CH:51][C:52]([N:55]2[CH2:60][CH2:59][N:58]([C@@H:61]3[CH2:65][NH:64][C@H:63]([C:66]([N:68]4[CH2:72][CH2:71][S:70][CH2:69]4)=[O:67])[CH2:62]3)[CH2:57][CH2:56]2)=[N:53][CH:54]=1)=[O:48])C, predict the reaction product. The product is: [ClH:1].[ClH:1].[ClH:1].[C:47]([C:49]1[CH:50]=[CH:51][C:52]([N:55]2[CH2:56][CH2:57][N:58]([C@@H:61]3[CH2:65][NH:64][C@H:63]([C:66]([N:68]4[CH2:72][CH2:71][S:70][CH2:69]4)=[O:67])[CH2:62]3)[CH2:59][CH2:60]2)=[N:53][CH:54]=1)([OH:48])=[O:46].